Dataset: Forward reaction prediction with 1.9M reactions from USPTO patents (1976-2016). Task: Predict the product of the given reaction. (1) Given the reactants [C:1]([NH:4][C:5]1[CH:14]=[CH:13][C:8]([C:9]([O:11][CH3:12])=[O:10])=[CH:7][C:6]=1[OH:15])(=[O:3])[CH3:2].[N+](C1C=C(S(O[CH2:29][C@@H:30]2[CH2:32][O:31]2)(=O)=O)C=CC=1)([O-])=O.C(=O)([O-])[O-].[Cs+].[Cs+], predict the reaction product. The product is: [C:1]([NH:4][C:5]1[CH:14]=[CH:13][C:8]([C:9]([O:11][CH3:12])=[O:10])=[CH:7][C:6]=1[O:15][CH2:29][C@@H:30]1[CH2:32][O:31]1)(=[O:3])[CH3:2]. (2) Given the reactants Br[CH2:2][C:3]1[CH:12]=[CH:11][C:10]2[C:5](=[CH:6][CH:7]=[C:8]([O:13][CH3:14])[CH:9]=2)[CH:4]=1.[C-:15]#[N:16].[Na+], predict the reaction product. The product is: [C:15]([CH2:2][C:3]1[CH:12]=[CH:11][C:10]2[C:5](=[CH:6][CH:7]=[C:8]([O:13][CH3:14])[CH:9]=2)[CH:4]=1)#[N:16]. (3) The product is: [Cl:12][C:13]1[CH:18]=[CH:17][C:16]([CH:19]2[CH2:25][CH:24]3[N:26]([C:27]([O:29][CH2:30][CH3:31])=[O:28])[CH:21]([CH2:22][CH2:23]3)[CH2:20]2)=[C:15]([CH:32]([OH:35])[CH2:33][CH3:34])[CH:14]=1. Given the reactants COB(OC)OC.CSC.B.[Cl:12][C:13]1[CH:18]=[CH:17][C:16]([CH:19]2[CH2:25][CH:24]3[N:26]([C:27]([O:29][CH2:30][CH3:31])=[O:28])[CH:21]([CH2:22][CH2:23]3)[CH2:20]2)=[C:15]([C:32](=[O:35])[CH2:33][CH3:34])[CH:14]=1.Cl, predict the reaction product. (4) Given the reactants C(N(S(F)(F)[F:7])CC)C.[Br:10][CH2:11][C:12]1[CH:17]=[CH:16][C:15]([C:18](O)([C:23]([F:26])([F:25])[F:24])[C:19]([F:22])([F:21])[F:20])=[CH:14][CH:13]=1, predict the reaction product. The product is: [Br:10][CH2:11][C:12]1[CH:17]=[CH:16][C:15]([C:18]([F:7])([C:23]([F:26])([F:25])[F:24])[C:19]([F:22])([F:21])[F:20])=[CH:14][CH:13]=1. (5) Given the reactants C([O:5][C:6](=[O:16])[CH2:7][C@@H:8]([CH2:14][NH2:15])[CH2:9][C@H:10]([CH3:13])[CH2:11][CH3:12])(C)(C)C.C[C@H](CC)C[C@@H]1CNC(=O)C1.Cl, predict the reaction product. The product is: [NH2:15][CH2:14][C@@H:8]([CH2:9][CH:10]([CH3:13])[CH2:11][CH3:12])[CH2:7][C:6]([OH:16])=[O:5]. (6) Given the reactants [CH3:1][O:2][C:3]1[CH:4]=[C:5]2[C:14](=[CH:15][CH:16]=1)[C:13](=[O:17])[CH2:12][CH:11]1[CH:6]2[CH2:7][C:8]([CH3:19])([CH3:18])[CH2:9][CH2:10]1.Br[C:21]1[CH:26]=[CH:25][CH:24]=[CH:23][C:22]=1[O:27][CH3:28].N#N.CC(C)([O-])C.[Na+], predict the reaction product. The product is: [CH3:1][O:2][C:3]1[CH:4]=[C:5]2[C:14](=[CH:15][CH:16]=1)[C:13](=[O:17])[CH:12]([C:25]1[CH:24]=[CH:23][C:22]([O:27][CH3:28])=[CH:21][CH:26]=1)[CH:11]1[CH:6]2[CH2:7][C:8]([CH3:19])([CH3:18])[CH2:9][CH2:10]1.